This data is from Peptide-MHC class II binding affinity with 134,281 pairs from IEDB. The task is: Regression. Given a peptide amino acid sequence and an MHC pseudo amino acid sequence, predict their binding affinity value. This is MHC class II binding data. (1) The peptide sequence is PSPSMGRDIKVQFQS. The MHC is HLA-DQA10101-DQB10501 with pseudo-sequence HLA-DQA10101-DQB10501. The binding affinity (normalized) is 0.168. (2) The peptide sequence is AVFEAALTKAITAMS. The MHC is DRB1_1602 with pseudo-sequence DRB1_1602. The binding affinity (normalized) is 0.526. (3) The peptide sequence is IGHLLRGRNHFIYIV. The MHC is DRB3_0101 with pseudo-sequence DRB3_0101. The binding affinity (normalized) is 0.399. (4) The peptide sequence is THIDHIFMDILTTCV. The MHC is DRB3_0101 with pseudo-sequence DRB3_0101. The binding affinity (normalized) is 0.706. (5) The peptide sequence is TSKLDAAYKLAYKTAEGATP. The MHC is DRB3_0202 with pseudo-sequence DRB3_0202. The binding affinity (normalized) is 0.378. (6) The peptide sequence is YKKLRTSSFALNLPT. The MHC is DRB5_0101 with pseudo-sequence DRB5_0101. The binding affinity (normalized) is 0.410.